The task is: Predict the reactants needed to synthesize the given product.. This data is from Full USPTO retrosynthesis dataset with 1.9M reactions from patents (1976-2016). (1) Given the product [CH2:1]1[N:6]([CH:7]([C:13]2[CH:14]=[N:15][CH:16]=[CH:17][CH:18]=2)[C:8]([O-:10])=[O:9])[CH2:5][CH2:4][N:3]2[CH2:19][CH2:20][CH2:21][C@@H:2]12.[K+:23], predict the reactants needed to synthesize it. The reactants are: [CH2:1]1[N:6]([CH:7]([C:13]2[CH:14]=[N:15][CH:16]=[CH:17][CH:18]=2)[C:8]([O:10]CC)=[O:9])[CH2:5][CH2:4][N:3]2[CH2:19][CH2:20][CH2:21][C@@H:2]12.[OH-].[K+:23]. (2) Given the product [CH:25]1([CH:28]([C:35]2[CH:40]=[CH:39][CH:38]=[C:37]([CH2:41][O:13][C:11]3[CH:10]=[CH:9][C:8]([C:14]4[CH:19]=[C:18]([O:20][CH3:21])[CH:17]=[CH:16][C:15]=4[F:22])=[C:7]([O:6][S:3]([C:2]([F:23])([F:1])[F:24])(=[O:5])=[O:4])[CH:12]=3)[CH:36]=2)[CH2:29][C:30]([O:32][CH2:33][CH3:34])=[O:31])[CH2:27][CH2:26]1, predict the reactants needed to synthesize it. The reactants are: [F:1][C:2]([F:24])([F:23])[S:3]([O:6][C:7]1[CH:12]=[C:11]([OH:13])[CH:10]=[CH:9][C:8]=1[C:14]1[CH:19]=[C:18]([O:20][CH3:21])[CH:17]=[CH:16][C:15]=1[F:22])(=[O:5])=[O:4].[CH:25]1([CH:28]([C:35]2[CH:40]=[CH:39][CH:38]=[C:37]([CH2:41]O)[CH:36]=2)[CH2:29][C:30]([O:32][CH2:33][CH3:34])=[O:31])[CH2:27][CH2:26]1.C1(P(C2C=CC=CC=2)C2C=CC=CC=2)C=CC=CC=1.N(C(OCC)=O)=NC(OCC)=O.